Dataset: Full USPTO retrosynthesis dataset with 1.9M reactions from patents (1976-2016). Task: Predict the reactants needed to synthesize the given product. (1) Given the product [C:21]([O:20][C:18]([N:8]1[C:9]2[C:5](=[CH:4][CH:3]=[C:2]([Cl:1])[CH:10]=2)[CH2:6][C:7]1=[O:11])=[O:19])([CH3:24])([CH3:23])[CH3:22], predict the reactants needed to synthesize it. The reactants are: [Cl:1][C:2]1[CH:10]=[C:9]2[C:5]([CH2:6][C:7](=[O:11])[NH:8]2)=[CH:4][CH:3]=1.C(=O)([O-])[O-].[Na+].[Na+].[C:18](OC([O-])=O)([O:20][C:21]([CH3:24])([CH3:23])[CH3:22])=[O:19]. (2) The reactants are: [Cl:1][C:2]1[CH:3]=[C:4]([C:12]2[O:16][N:15]=[C:14]([C:17]3[CH:18]=[CH:19][C:20]4[O:26][CH2:25][CH2:24][NH:23][CH2:22][C:21]=4[CH:27]=3)[N:13]=2)[CH:5]=[CH:6][C:7]=1[O:8][CH:9]([CH3:11])[CH3:10].CCN(C(C)C)C(C)C.Br[CH2:38][CH2:39][CH2:40][C:41]([O:43][CH2:44][CH3:45])=[O:42]. Given the product [Cl:1][C:2]1[CH:3]=[C:4]([C:12]2[O:16][N:15]=[C:14]([C:17]3[CH:18]=[CH:19][C:20]4[O:26][CH2:25][CH2:24][N:23]([CH2:38][CH2:39][CH2:40][C:41]([O:43][CH2:44][CH3:45])=[O:42])[CH2:22][C:21]=4[CH:27]=3)[N:13]=2)[CH:5]=[CH:6][C:7]=1[O:8][CH:9]([CH3:11])[CH3:10], predict the reactants needed to synthesize it.